Dataset: Full USPTO retrosynthesis dataset with 1.9M reactions from patents (1976-2016). Task: Predict the reactants needed to synthesize the given product. (1) The reactants are: [Cl:1][C:2]1[CH:3]=[C:4]([C:8]2[CH:16]=[CH:15][CH:14]=[C:13]3[C:9]=2[C:10]([C:21]([N:23]2[CH2:28][CH2:27][CH:26]([C:29]4[CH:30]=[C:31]([CH:40]=[CH:41][C:42]=4[F:43])[CH2:32][NH:33]C(=O)C(F)(F)F)[CH2:25][CH2:24]2)=[O:22])=[CH:11][N:12]3[CH2:17][CH2:18][O:19][CH3:20])[CH:5]=[N:6][CH:7]=1.C([O-])([O-])=O.[K+].[K+]. Given the product [ClH:1].[ClH:1].[NH2:33][CH2:32][C:31]1[CH:40]=[CH:41][C:42]([F:43])=[C:29]([CH:26]2[CH2:25][CH2:24][N:23]([C:21]([C:10]3[C:9]4[C:13](=[CH:14][CH:15]=[CH:16][C:8]=4[C:4]4[CH:5]=[N:6][CH:7]=[C:2]([Cl:1])[CH:3]=4)[N:12]([CH2:17][CH2:18][O:19][CH3:20])[CH:11]=3)=[O:22])[CH2:28][CH2:27]2)[CH:30]=1, predict the reactants needed to synthesize it. (2) Given the product [OH:1][CH2:2][C:3]1[CH:4]=[C:5]([CH:8]=[CH:9][C:10]=1[CH:11]([C:12]1[CH:17]=[CH:16][C:15]([F:18])=[CH:14][CH:13]=1)[OH:19])[C:6]#[N:7], predict the reactants needed to synthesize it. The reactants are: [OH:1][CH2:2][C:3]1[CH:4]=[C:5]([CH:8]=[CH:9][C:10]=1[C:11](=[O:19])[C:12]1[CH:17]=[CH:16][C:15]([F:18])=[CH:14][CH:13]=1)[C:6]#[N:7].C(C1C=C2C(=CC=1)C(=O)OC2)#N.OCC1C=C(C=CC=1C(C1C=CC(F)=CC=1)(C1C=CC(F)=CC=1)O)C#N.[BH4-].[Na+].[OH-].[Na+]. (3) The reactants are: C(O)(=O)C.[C:5]([C:8]1[CH:32]=[CH:31][C:11]([O:12][CH:13]([C:18]2[CH:23]=[CH:22][C:21]([O:24][CH:25]([CH3:27])[CH3:26])=[C:20]([O:28][CH2:29][CH3:30])[CH:19]=2)[C:14]([O:16][CH3:17])=[O:15])=[CH:10][CH:9]=1)(=[NH:7])[NH2:6].C([O-])(O)=O.[Na+].Cl[C:39]([O:41][CH2:42][C:43]1[CH:48]=[CH:47][CH:46]=[CH:45][CH:44]=1)=[O:40]. Given the product [CH2:42]([O:41][C:39]([NH:7][C:5]([C:8]1[CH:9]=[CH:10][C:11]([O:12][CH:13]([C:18]2[CH:23]=[CH:22][C:21]([O:24][CH:25]([CH3:26])[CH3:27])=[C:20]([O:28][CH2:29][CH3:30])[CH:19]=2)[C:14]([O:16][CH3:17])=[O:15])=[CH:31][CH:32]=1)=[NH:6])=[O:40])[C:43]1[CH:48]=[CH:47][CH:46]=[CH:45][CH:44]=1, predict the reactants needed to synthesize it. (4) Given the product [O:17]=[C:13]1[CH2:14][CH2:15][CH2:16][N:12]1[C:9]1[CH:10]=[CH:11][C:6]([C:5]([OH:18])=[O:4])=[CH:7][CH:8]=1, predict the reactants needed to synthesize it. The reactants are: [OH-].[Na+].C[O:4][C:5](=[O:18])[C:6]1[CH:11]=[CH:10][C:9]([N:12]2[CH2:16][CH2:15][CH2:14][C:13]2=[O:17])=[CH:8][CH:7]=1. (5) Given the product [CH2:18]([N:20]1[CH2:25][CH2:24][N:23]([C:2]2[C:7]([O:8][CH2:9][CH2:10][O:11][C:12]3[CH:17]=[CH:16][CH:15]=[CH:14][CH:13]=3)=[N:6][CH:5]=[CH:4][N:3]=2)[CH2:22][CH2:21]1)[CH3:19], predict the reactants needed to synthesize it. The reactants are: Cl[C:2]1[C:7]([O:8][CH2:9][CH2:10][O:11][C:12]2[CH:17]=[CH:16][CH:15]=[CH:14][CH:13]=2)=[N:6][CH:5]=[CH:4][N:3]=1.[CH2:18]([N:20]1[CH2:25][CH2:24][NH:23][CH2:22][CH2:21]1)[CH3:19]. (6) The reactants are: Br/[C:2](/[F:7])=[CH:3]/[CH:4]1[CH2:6][CH2:5]1.[C:8]([Si:10]([CH3:13])([CH3:12])[CH3:11])#[CH:9].CCN(CC)CC. Given the product [CH:4]1([CH:3]=[C:2]([F:7])[C:9]#[C:8][Si:10]([CH3:13])([CH3:12])[CH3:11])[CH2:6][CH2:5]1, predict the reactants needed to synthesize it. (7) Given the product [CH3:30][O:29][C:15]1[CH:14]=[C:13]([CH:11]=[CH2:1])[CH:18]=[CH:17][C:16]=1[C:19]1[CH:24]=[CH:23][C:22]([C:25]([O:27][CH3:28])=[O:26])=[CH:21][CH:20]=1, predict the reactants needed to synthesize it. The reactants are: [CH3:1][Si]([N-][Si](C)(C)C)(C)C.[Li+].[CH:11]([C:13]1[CH:18]=[CH:17][C:16]([C:19]2[CH:24]=[CH:23][C:22]([C:25]([O:27][CH3:28])=[O:26])=[CH:21][CH:20]=2)=[C:15]([O:29][CH3:30])[CH:14]=1)=O. (8) Given the product [C:16]([C:12]1[CH:13]=[C:8]([O:7][CH3:6])[C:9]([CH3:15])=[CH:10][C:11]=1[OH:14])([CH3:19])([CH3:18])[CH3:17], predict the reactants needed to synthesize it. The reactants are: S(=O)(=O)(O)O.[CH3:6][O:7][C:8]1[CH:13]=[CH:12][C:11]([OH:14])=[CH:10][C:9]=1[CH3:15].[C:16](O)([CH3:19])([CH3:18])[CH3:17]. (9) Given the product [S:9]1[C:8]([C:18]([C:19]2[CH:24]=[C:23]([Br:25])[CH:22]=[CH:21][C:20]=2[CH3:26])=[O:27])=[CH:7][C:5]2[CH:6]=[CH:1][CH:2]=[CH:3][C:4]1=2, predict the reactants needed to synthesize it. The reactants are: [CH:1]1[CH:2]=[CH:3][C:4]2[S:9][CH:8]=[CH:7][C:5]=2[CH:6]=1.C([Li])CCC.CON(C)[C:18](=[O:27])[C:19]1[CH:24]=[C:23]([Br:25])[CH:22]=[CH:21][C:20]=1[CH3:26].[Cl-].[NH4+].